This data is from Peptide-MHC class I binding affinity with 185,985 pairs from IEDB/IMGT. The task is: Regression. Given a peptide amino acid sequence and an MHC pseudo amino acid sequence, predict their binding affinity value. This is MHC class I binding data. (1) The peptide sequence is CNKSETDRW. The MHC is Mamu-B17 with pseudo-sequence Mamu-B17. The binding affinity (normalized) is 0.364. (2) The peptide sequence is VDFLEENI. The MHC is Mamu-A11 with pseudo-sequence Mamu-A11. The binding affinity (normalized) is 0.484.